From a dataset of Full USPTO retrosynthesis dataset with 1.9M reactions from patents (1976-2016). Predict the reactants needed to synthesize the given product. Given the product [C:51]([C:50]1[CH:53]=[CH:54][C:47]([NH:46][C:35](=[O:37])[CH:34]([C:38]2[CH:43]=[CH:42][C:41]([Cl:44])=[C:40]([Cl:45])[CH:39]=2)[CH2:33][CH:28]2[CH2:29][CH2:30][CH2:31][CH2:32]2)=[N:48][CH:49]=1)#[N:52], predict the reactants needed to synthesize it. The reactants are: C1(P(C2C=CC=CC=2)C2C=CC=CC=2)C=CC=CC=1.BrN1C(=O)CCC1=O.[CH:28]1([CH2:33][CH:34]([C:38]2[CH:43]=[CH:42][C:41]([Cl:44])=[C:40]([Cl:45])[CH:39]=2)[C:35]([OH:37])=O)[CH2:32][CH2:31][CH2:30][CH2:29]1.[NH2:46][C:47]1[CH:54]=[CH:53][C:50]([C:51]#[N:52])=[CH:49][N:48]=1.N1C=CC=CC=1.